Task: Predict which catalyst facilitates the given reaction.. Dataset: Catalyst prediction with 721,799 reactions and 888 catalyst types from USPTO Product: [Na+:11].[CH2:1]([P:3]([OH:4])([CH2:6][CH2:7][C:8]([O-:10])=[O:9])=[O:5])[CH3:2]. Reactant: [CH2:1]([P:3]([CH2:6][CH2:7][CH2:8][OH:9])(=[O:5])[OH:4])[CH3:2].[OH-:10].[Na+:11].C. The catalyst class is: 6.